This data is from Full USPTO retrosynthesis dataset with 1.9M reactions from patents (1976-2016). The task is: Predict the reactants needed to synthesize the given product. (1) Given the product [C:1]1([C:7]([C:17]2[CH:22]=[CH:21][C:20]([CH:23]=[CH:24][C:25]([NH:40][S:37]([CH2:36][C:33]3[CH:32]=[CH:31][C:30]([C:29]([F:28])([F:41])[F:42])=[CH:35][CH:34]=3)(=[O:39])=[O:38])=[O:26])=[CH:19][CH:18]=2)=[C:8]([C:11]2[CH:16]=[CH:15][CH:14]=[CH:13][CH:12]=2)[CH2:9][CH3:10])[CH:2]=[CH:3][CH:4]=[CH:5][CH:6]=1, predict the reactants needed to synthesize it. The reactants are: [C:1]1(/[C:7](/[C:17]2[CH:22]=[CH:21][C:20]([CH:23]=[CH:24][C:25](O)=[O:26])=[CH:19][CH:18]=2)=[C:8](/[C:11]2[CH:16]=[CH:15][CH:14]=[CH:13][CH:12]=2)\[CH2:9][CH3:10])[CH:6]=[CH:5][CH:4]=[CH:3][CH:2]=1.[F:28][C:29]([F:42])([F:41])[C:30]1[CH:35]=[CH:34][C:33]([CH2:36][S:37]([NH2:40])(=[O:39])=[O:38])=[CH:32][CH:31]=1. (2) Given the product [Cl:1][C:2]1[CH:9]=[C:8]([Cl:10])[CH:7]=[CH:6][C:3]=1[CH2:4][I:12], predict the reactants needed to synthesize it. The reactants are: [Cl:1][C:2]1[CH:9]=[C:8]([Cl:10])[CH:7]=[CH:6][C:3]=1[CH2:4]Cl.[Na+].[I-:12].